Dataset: Catalyst prediction with 721,799 reactions and 888 catalyst types from USPTO. Task: Predict which catalyst facilitates the given reaction. (1) Reactant: C1(C(C2C=CC=CC=2)(C2C=CC=CC=2)[O:8][CH2:9][C@H:10]([O:21][CH3:22])[CH2:11][S:12][C:13]2[CH:18]=[CH:17][CH:16]=[CH:15][C:14]=2[O:19][CH3:20])C=CC=CC=1.Cl. The catalyst class is: 8. Product: [CH3:22][O:21][C@H:10]([CH2:11][S:12][C:13]1[CH:18]=[CH:17][CH:16]=[CH:15][C:14]=1[O:19][CH3:20])[CH2:9][OH:8]. (2) Reactant: [H-].[Na+].[NH:3]1[C:13]2[C:8](=[CH:9][CH:10]=[CH:11][CH:12]=2)[C:6](=[O:7])[C:4]1=[O:5].[Cl:14][C:15]1[CH:16]=[C:17]([CH:20]=[CH:21][CH:22]=1)[CH2:18]Br. Product: [Cl:14][C:15]1[CH:16]=[C:17]([CH:20]=[CH:21][CH:22]=1)[CH2:18][N:3]1[C:13]2[C:8](=[CH:9][CH:10]=[CH:11][CH:12]=2)[C:6](=[O:7])[C:4]1=[O:5]. The catalyst class is: 323. (3) Reactant: [Cl:1][C:2]1[CH:9]=[C:8](F)[C:7]([CH3:11])=[CH:6][C:3]=1[C:4]#[N:5].[OH:12][C@H:13]1[CH2:17][CH2:16][NH:15][C@H:14]1[CH3:18].C(=O)([O-])[O-].[Li+].[Li+].O. Product: [Cl:1][C:2]1[CH:9]=[C:8]([N:15]2[CH2:16][CH2:17][C@H:13]([OH:12])[C@@H:14]2[CH3:18])[C:7]([CH3:11])=[CH:6][C:3]=1[C:4]#[N:5]. The catalyst class is: 16. (4) Reactant: Br[C:2]1[CH:3]=[C:4]([S:8]([N:11]2[CH2:16][CH2:15][O:14][CH2:13][CH2:12]2)(=[O:10])=[O:9])[CH:5]=[CH:6][CH:7]=1.[CH3:17][C:18]1([CH3:34])[C:22]([CH3:24])([CH3:23])[O:21][B:20]([B:20]2[O:21][C:22]([CH3:24])([CH3:23])[C:18]([CH3:34])([CH3:17])[O:19]2)[O:19]1.CC([O-])=O.[K+].O. Product: [CH3:17][C:18]1([CH3:34])[C:22]([CH3:24])([CH3:23])[O:21][B:20]([C:2]2[CH:3]=[C:4]([S:8]([N:11]3[CH2:16][CH2:15][O:14][CH2:13][CH2:12]3)(=[O:10])=[O:9])[CH:5]=[CH:6][CH:7]=2)[O:19]1. The catalyst class is: 75. (5) The catalyst class is: 33. Product: [F:24][C:19]1[CH:18]=[C:17]([CH:22]=[C:21]([F:23])[CH:20]=1)[CH2:16][C@H:15]([NH:25][C:26](=[O:28])[CH3:27])[C@H:14]([OH:29])[C@H:9]1[CH2:10][CH2:11][CH2:12][CH2:13][NH:8]1. Reactant: C(OC([N:8]1[CH2:13][CH2:12][CH2:11][CH2:10][C@@H:9]1[C@@H:14]([OH:29])[C@@H:15]([NH:25][C:26](=[O:28])[CH3:27])[CH2:16][C:17]1[CH:22]=[C:21]([F:23])[CH:20]=[C:19]([F:24])[CH:18]=1)=O)(C)(C)C. (6) Reactant: [Br:1][C:2]1[C:3]([OH:12])=[C:4]([C:9](=[O:11])[CH3:10])[CH:5]=[C:6]([Cl:8])[CH:7]=1.C(=O)([O-])[O-].[K+].[K+].[Br:19][CH2:20][CH2:21]Br. Product: [Br:1][C:2]1[C:3]([O:12][CH2:21][CH2:20][Br:19])=[C:4]([C:9](=[O:11])[CH3:10])[CH:5]=[C:6]([Cl:8])[CH:7]=1. The catalyst class is: 35. (7) Reactant: [CH3:1][O:2][C:3]1[CH:8]=[C:7]([C:9]2[C:17]3[C:12](=[N:13][CH:14]=[CH:15][CH:16]=3)[N:11](S(C3C=CC=CC=3)(=O)=O)[CH:10]=2)[N:6]=[C:5]([NH:27][CH2:28][C:29]2[CH:30]=[C:31]([CH:44]=[CH:45][CH:46]=2)[O:32][CH2:33][CH2:34][CH2:35][NH:36][C:37](=[O:43])[O:38][C:39]([CH3:42])([CH3:41])[CH3:40])[N:4]=1. Product: [CH3:1][O:2][C:3]1[CH:8]=[C:7]([C:9]2[C:17]3[C:12](=[N:13][CH:14]=[CH:15][CH:16]=3)[NH:11][CH:10]=2)[N:6]=[C:5]([NH:27][CH2:28][C:29]2[CH:30]=[C:31]([CH:44]=[CH:45][CH:46]=2)[O:32][CH2:33][CH2:34][CH2:35][NH:36][C:37](=[O:43])[O:38][C:39]([CH3:42])([CH3:41])[CH3:40])[N:4]=1. The catalyst class is: 273. (8) Reactant: C[O:2][C:3](=[O:37])[C:4]#[C:5][C:6]1[C:14]2[C:9](=[N:10][CH:11]=[C:12]([C:15]3[CH:20]=[CH:19][CH:18]=[CH:17][C:16]=3[O:21][C:22]3[CH:27]=[CH:26][CH:25]=[CH:24][CH:23]=3)[CH:13]=2)[N:8](S(C2C=CC=CC=2)(=O)=O)[CH:7]=1.[OH-].[Na+]. Product: [O:21]([C:16]1[CH:17]=[CH:18][CH:19]=[CH:20][C:15]=1[C:12]1[CH:13]=[C:14]2[C:6]([C:5]#[C:4][C:3]([OH:37])=[O:2])=[CH:7][NH:8][C:9]2=[N:10][CH:11]=1)[C:22]1[CH:27]=[CH:26][CH:25]=[CH:24][CH:23]=1. The catalyst class is: 14.